From a dataset of Forward reaction prediction with 1.9M reactions from USPTO patents (1976-2016). Predict the product of the given reaction. (1) The product is: [OH:3][NH:2][C:4](=[NH:5])[C:6]1[C:16]2[CH2:15][CH2:14][N:13]([C:17]([O:19][C:20]([CH3:22])([CH3:21])[CH3:23])=[O:18])[CH2:12][CH2:11][C:10]=2[CH:9]=[CH:8][CH:7]=1. Given the reactants Cl.[NH2:2][OH:3].[C:4]([C:6]1[C:16]2[CH2:15][CH2:14][N:13]([C:17]([O:19][C:20]([CH3:23])([CH3:22])[CH3:21])=[O:18])[CH2:12][CH2:11][C:10]=2[CH:9]=[CH:8][CH:7]=1)#[N:5].C(=O)([O-])O.[Na+], predict the reaction product. (2) Given the reactants [C:1]([C:3]1[CH:8]=[CH:7][C:6]([C:9]2[N:13]3[CH:14]=[C:15]([C:18]4[CH:26]=[CH:25][C:21]([C:22]([OH:24])=O)=[C:20]([F:27])[CH:19]=4)[CH:16]=[CH:17][C:12]3=[N:11][CH:10]=2)=[CH:5][CH:4]=1)#[N:2].C[N:29]1[CH2:34][CH2:33][O:32][CH2:31][CH2:30]1.CN(C(ON1N=NC2C=CC=NC1=2)=[N+](C)C)C.F[P-](F)(F)(F)(F)F.N1CCOCC1, predict the reaction product. The product is: [F:27][C:20]1[CH:19]=[C:18]([C:15]2[CH:16]=[CH:17][C:12]3[N:13]([C:9]([C:6]4[CH:5]=[CH:4][C:3]([C:1]#[N:2])=[CH:8][CH:7]=4)=[CH:10][N:11]=3)[CH:14]=2)[CH:26]=[CH:25][C:21]=1[C:22]([N:29]1[CH2:34][CH2:33][O:32][CH2:31][CH2:30]1)=[O:24]. (3) The product is: [CH3:24][O:25][C:26]([C@H:28]1[C@@H:33]([OH:34])[CH2:32][CH2:31][S:30][CH2:29]1)=[O:27]. Given the reactants C(O)[C@H]1O[C@H](O[C@]2(CO)O[C@H](CO)[C@@H](O)[C@@H]2O)[C@H](O)[C@@H](O)[C@@H]1O.[CH3:24][O:25][C:26]([C:28]1[CH2:29][S:30][CH2:31][CH2:32][C:33]=1[OH:34])=[O:27], predict the reaction product. (4) Given the reactants [CH:1]([C:4]1[C:8]([CH2:9][CH2:10][CH2:11][O:12][CH2:13][O:14][CH3:15])=[CH:7][NH:6][N:5]=1)([CH3:3])[CH3:2].[H-].[Na+].Br[C:19]1[CH:24]=[CH:23][C:22]([Br:25])=[CH:21][N:20]=1.O, predict the reaction product. The product is: [Br:25][C:22]1[CH:23]=[CH:24][C:19]([N:6]2[CH:7]=[C:8]([CH2:9][CH2:10][CH2:11][O:12][CH2:13][O:14][CH3:15])[C:4]([CH:1]([CH3:3])[CH3:2])=[N:5]2)=[N:20][CH:21]=1. (5) Given the reactants [OH:1][C:2]1[CH:31]=[CH:30][C:5]([C:6]([N:8]2[CH2:21][C:20]([CH3:23])([CH3:22])[C:19]3[C:18]4[CH:17]=[CH:16][CH:15]=[CH:14][C:13]=4[NH:12][C:11]=3[C:10]([C:24]([O:26][CH:27]([CH3:29])[CH3:28])=[O:25])=[CH:9]2)=[O:7])=[CH:4][CH:3]=1.[Br:32][CH2:33][CH2:34]O.C1(P(C2C=CC=CC=2)C2C=CC=CC=2)C=CC=CC=1.CCOC(/N=N/C(OCC)=O)=O, predict the reaction product. The product is: [Br:32][CH2:33][CH2:34][O:1][C:2]1[CH:3]=[CH:4][C:5]([C:6]([N:8]2[CH2:21][C:20]([CH3:22])([CH3:23])[C:19]3[C:18]4[CH:17]=[CH:16][CH:15]=[CH:14][C:13]=4[NH:12][C:11]=3[C:10]([C:24]([O:26][CH:27]([CH3:28])[CH3:29])=[O:25])=[CH:9]2)=[O:7])=[CH:30][CH:31]=1. (6) Given the reactants [CH:1]1[C:13]2[NH:12][C:11]3[C:6](=[CH:7][CH:8]=[CH:9][CH:10]=3)[C:5]=2[C:4]([O:14][CH2:15][C:16]([CH3:21])([CH3:20])[C:17]([OH:19])=[O:18])=[CH:3][CH:2]=1.C1C2NC3C(=CC=CC=3)C=2C(OC(C)(C)C(O)=O)=CC=1.Cl[CH2:43][C:44]1[CH:63]=[CH:62][C:47]([O:48][CH2:49][C:50]2[N:51]=[C:52]([C:56]3[CH:61]=[CH:60][N:59]=[CH:58][CH:57]=3)[O:53][C:54]=2[CH3:55])=[C:46]([O:64][CH3:65])[CH:45]=1.ClCC1C=CC(OCC2N=C(C3C=CC=CC=3)OC=2C)=C(OC)C=1, predict the reaction product. The product is: [CH3:65][O:64][C:46]1[CH:45]=[C:44]([CH:63]=[CH:62][C:47]=1[O:48][CH2:49][C:50]1[N:51]=[C:52]([C:56]2[CH:57]=[CH:58][N:59]=[CH:60][CH:61]=2)[O:53][C:54]=1[CH3:55])[CH2:43][N:12]1[C:13]2[CH:1]=[CH:2][CH:3]=[C:4]([O:14][CH2:15][C:16]([CH3:21])([CH3:20])[C:17]([OH:19])=[O:18])[C:5]=2[C:6]2[C:11]1=[CH:10][CH:9]=[CH:8][CH:7]=2. (7) Given the reactants [NH:1]1[C:9]2[C:4](=[CH:5][C:6]([NH:10][C:11]3[C:20]4[C:15](=[CH:16][C:17]([O:29][CH3:30])=[CH:18][C:19]=4[O:21][CH:22]4[CH2:27][CH2:26][N:25]([CH3:28])[CH2:24][CH2:23]4)[N:14]=[CH:13][N:12]=3)=[CH:7][CH:8]=2)[CH:3]=[CH:2]1.[F:31][C:32]1[CH:39]=[CH:38][CH:37]=[C:36]([F:40])[C:33]=1[CH2:34]Cl, predict the reaction product. The product is: [F:31][C:32]1[CH:39]=[CH:38][CH:37]=[C:36]([F:40])[C:33]=1[CH2:34][N:1]1[C:9]2[C:4](=[CH:5][C:6]([NH:10][C:11]3[C:20]4[C:15](=[CH:16][C:17]([O:29][CH3:30])=[CH:18][C:19]=4[O:21][CH:22]4[CH2:23][CH2:24][N:25]([CH3:28])[CH2:26][CH2:27]4)[N:14]=[CH:13][N:12]=3)=[CH:7][CH:8]=2)[CH:3]=[CH:2]1. (8) Given the reactants [Cl:1][C:2]1[CH:7]=[CH:6][C:5]([C:8]2[N:13]=[CH:12][N:11]=[C:10]([NH:14][CH:15]3[CH2:17][CH2:16]3)[C:9]=2[NH2:18])=[CH:4][CH:3]=1.[CH2:19]([C:21]1[N:29]=[CH:28][CH:27]=[CH:26][C:22]=1[C:23](Cl)=[O:24])[CH3:20].C([O-])(O)=O.[Na+], predict the reaction product. The product is: [Cl:1][C:2]1[CH:3]=[CH:4][C:5]([C:8]2[C:9]([NH:18][C:23](=[O:24])[C:22]3[CH:26]=[CH:27][CH:28]=[N:29][C:21]=3[CH2:19][CH3:20])=[C:10]([NH:14][CH:15]3[CH2:16][CH2:17]3)[N:11]=[CH:12][N:13]=2)=[CH:6][CH:7]=1.